From a dataset of Reaction yield outcomes from USPTO patents with 853,638 reactions. Predict the reaction yield, written as a fraction of the theoretical maximum amount of product (1.0 means a 100% yield; for example, 0.34 means a 34% yield). (1) The reactants are [CH2:1]([O:3][C:4]([C:6]1[N:7]([C:27]2[CH:32]=[CH:31][C:30]([O:33][CH:34]([CH3:36])[CH3:35])=[CH:29][CH:28]=2)[C:8]2[C:13]([C:14]=1[CH:15]=O)=[CH:12][C:11]([C:17]1[CH:22]=[CH:21][C:20]([C:23]([CH3:26])([CH3:25])[CH3:24])=[CH:19][CH:18]=1)=[CH:10][CH:9]=2)=[O:5])[CH3:2].[Cl-].[CH3:38][NH2+:39][CH3:40].C([O-])(=O)C.[Na+].[BH3-]C#N.[Na+]. The catalyst is O.CO. The product is [CH2:1]([O:3][C:4]([C:6]1[N:7]([C:27]2[CH:28]=[CH:29][C:30]([O:33][CH:34]([CH3:35])[CH3:36])=[CH:31][CH:32]=2)[C:8]2[C:13]([C:14]=1[CH2:15][N:39]([CH3:40])[CH3:38])=[CH:12][C:11]([C:17]1[CH:22]=[CH:21][C:20]([C:23]([CH3:25])([CH3:24])[CH3:26])=[CH:19][CH:18]=1)=[CH:10][CH:9]=2)=[O:5])[CH3:2]. The yield is 0.780. (2) The reactants are [Cl:1][C:2]1[CH:3]=[C:4]([C:9](=O)[CH2:10][C:11](=O)[C:12]([F:15])([F:14])[F:13])[CH:5]=[CH:6][C:7]=1[F:8].[NH2:18][C:19]1[C:23]([C:24]2[CH:25]=[N:26][CH:27]=[CH:28][CH:29]=2)=[CH:22][NH:21][N:20]=1. No catalyst specified. The product is [Cl:1][C:2]1[CH:3]=[C:4]([C:9]2[CH:10]=[C:11]([C:12]([F:15])([F:14])[F:13])[N:20]3[N:21]=[CH:22][C:23]([C:24]4[CH:25]=[N:26][CH:27]=[CH:28][CH:29]=4)=[C:19]3[N:18]=2)[CH:5]=[CH:6][C:7]=1[F:8]. The yield is 0.690. (3) The reactants are [Br:1][C:2]1[CH:3]=[C:4]([C:8]2[CH:12]=[C:11]([OH:13])[NH:10][N:9]=2)[CH:5]=[N:6][CH:7]=1.Br[CH2:15][CH2:16][CH2:17]Br.C([O-])([O-])=O.[K+].[K+]. The catalyst is CC#N. The product is [Br:1][C:2]1[CH:3]=[C:4]([C:8]2[CH:12]=[C:11]3[O:13][CH2:15][CH2:16][CH2:17][N:10]3[N:9]=2)[CH:5]=[N:6][CH:7]=1. The yield is 0.558. (4) The reactants are [NH:1]1[CH2:5][CH2:4][CH2:3][CH2:2]1.[C:6]([O:10][C:11]([C:13]1[C:14](OS(C(F)(F)F)(=O)=O)=[N:15][C:16]2[C:21]([C:22]=1[C:23]1[CH:28]=[CH:27][CH:26]=[C:25]([CH:29]([CH3:31])[CH3:30])[CH:24]=1)=[CH:20][C:19]([Cl:32])=[CH:18][CH:17]=2)=[O:12])([CH3:9])([CH3:8])[CH3:7].C(=O)([O-])[O-].[K+].[K+]. The catalyst is CS(C)=O.O. The product is [C:6]([O:10][C:11]([C:13]1[C:14]([N:1]2[CH2:5][CH2:4][CH2:3][CH2:2]2)=[N:15][C:16]2[C:21]([C:22]=1[C:23]1[CH:28]=[CH:27][CH:26]=[C:25]([CH:29]([CH3:30])[CH3:31])[CH:24]=1)=[CH:20][C:19]([Cl:32])=[CH:18][CH:17]=2)=[O:12])([CH3:9])([CH3:8])[CH3:7]. The yield is 0.730. (5) The reactants are [F:1][C:2]1[CH:7]=[CH:6][C:5]([NH:8][C:9]([C:11]2([C:14]([NH:16][C:17]3[CH:22]=[CH:21][C:20]([O:23]CC4C=CC=CC=4)=[CH:19][CH:18]=3)=[O:15])[CH2:13][CH2:12]2)=[O:10])=[CH:4][CH:3]=1.C1CC=CCC=1. The catalyst is CCO.[Pd]. The product is [OH:23][C:20]1[CH:21]=[CH:22][C:17]([NH:16][C:14]([C:11]2([C:9]([NH:8][C:5]3[CH:4]=[CH:3][C:2]([F:1])=[CH:7][CH:6]=3)=[O:10])[CH2:13][CH2:12]2)=[O:15])=[CH:18][CH:19]=1. The yield is 0.950.